From a dataset of NCI-60 drug combinations with 297,098 pairs across 59 cell lines. Regression. Given two drug SMILES strings and cell line genomic features, predict the synergy score measuring deviation from expected non-interaction effect. (1) Drug 1: C1=C(C(=O)NC(=O)N1)N(CCCl)CCCl. Drug 2: C1=CC=C(C(=C1)C(C2=CC=C(C=C2)Cl)C(Cl)Cl)Cl. Cell line: DU-145. Synergy scores: CSS=11.5, Synergy_ZIP=1.03, Synergy_Bliss=-0.724, Synergy_Loewe=-15.9, Synergy_HSA=-1.73. (2) Drug 2: CCCCCOC(=O)NC1=NC(=O)N(C=C1F)C2C(C(C(O2)C)O)O. Synergy scores: CSS=2.23, Synergy_ZIP=0.683, Synergy_Bliss=1.96, Synergy_Loewe=-6.52, Synergy_HSA=-1.64. Cell line: MDA-MB-435. Drug 1: CNC(=O)C1=CC=CC=C1SC2=CC3=C(C=C2)C(=NN3)C=CC4=CC=CC=N4. (3) Drug 1: CS(=O)(=O)CCNCC1=CC=C(O1)C2=CC3=C(C=C2)N=CN=C3NC4=CC(=C(C=C4)OCC5=CC(=CC=C5)F)Cl. Drug 2: CC1C(C(CC(O1)OC2CC(CC3=C2C(=C4C(=C3O)C(=O)C5=C(C4=O)C(=CC=C5)OC)O)(C(=O)CO)O)N)O.Cl. Cell line: SF-295. Synergy scores: CSS=30.0, Synergy_ZIP=3.96, Synergy_Bliss=5.08, Synergy_Loewe=-11.3, Synergy_HSA=2.25. (4) Drug 1: CN1C(=O)N2C=NC(=C2N=N1)C(=O)N. Drug 2: C#CCC(CC1=CN=C2C(=N1)C(=NC(=N2)N)N)C3=CC=C(C=C3)C(=O)NC(CCC(=O)O)C(=O)O. Cell line: UACC-257. Synergy scores: CSS=43.2, Synergy_ZIP=3.87, Synergy_Bliss=-1.97, Synergy_Loewe=-28.2, Synergy_HSA=-3.37. (5) Drug 1: C#CCC(CC1=CN=C2C(=N1)C(=NC(=N2)N)N)C3=CC=C(C=C3)C(=O)NC(CCC(=O)O)C(=O)O. Drug 2: CC(C)CN1C=NC2=C1C3=CC=CC=C3N=C2N. Cell line: T-47D. Synergy scores: CSS=7.08, Synergy_ZIP=1.68, Synergy_Bliss=-2.42, Synergy_Loewe=-93.2, Synergy_HSA=-0.399. (6) Drug 1: CC1C(C(CC(O1)OC2CC(CC3=C2C(=C4C(=C3O)C(=O)C5=C(C4=O)C(=CC=C5)OC)O)(C(=O)C)O)N)O.Cl. Drug 2: C1C(C(OC1N2C=NC(=NC2=O)N)CO)O. Cell line: SR. Synergy scores: CSS=59.0, Synergy_ZIP=-6.74, Synergy_Bliss=-9.57, Synergy_Loewe=-7.71, Synergy_HSA=-5.55. (7) Drug 1: B(C(CC(C)C)NC(=O)C(CC1=CC=CC=C1)NC(=O)C2=NC=CN=C2)(O)O. Drug 2: N.N.Cl[Pt+2]Cl. Cell line: HCT-15. Synergy scores: CSS=78.5, Synergy_ZIP=-8.69, Synergy_Bliss=-9.56, Synergy_Loewe=-15.9, Synergy_HSA=-5.83. (8) Cell line: UACC-257. Synergy scores: CSS=5.37, Synergy_ZIP=-1.89, Synergy_Bliss=2.13, Synergy_Loewe=-0.908, Synergy_HSA=1.61. Drug 1: C1=CC(=C2C(=C1NCCNCCO)C(=O)C3=C(C=CC(=C3C2=O)O)O)NCCNCCO. Drug 2: C1CC(=O)NC(=O)C1N2C(=O)C3=CC=CC=C3C2=O. (9) Drug 1: CCC1=CC2CC(C3=C(CN(C2)C1)C4=CC=CC=C4N3)(C5=C(C=C6C(=C5)C78CCN9C7C(C=CC9)(C(C(C8N6C)(C(=O)OC)O)OC(=O)C)CC)OC)C(=O)OC.C(C(C(=O)O)O)(C(=O)O)O. Drug 2: CC1C(C(=O)NC(C(=O)N2CCCC2C(=O)N(CC(=O)N(C(C(=O)O1)C(C)C)C)C)C(C)C)NC(=O)C3=C4C(=C(C=C3)C)OC5=C(C(=O)C(=C(C5=N4)C(=O)NC6C(OC(=O)C(N(C(=O)CN(C(=O)C7CCCN7C(=O)C(NC6=O)C(C)C)C)C)C(C)C)C)N)C. Cell line: T-47D. Synergy scores: CSS=29.6, Synergy_ZIP=0.972, Synergy_Bliss=8.37, Synergy_Loewe=8.34, Synergy_HSA=8.42. (10) Drug 1: C1CN1P(=S)(N2CC2)N3CC3. Drug 2: CC12CCC3C(C1CCC2OP(=O)(O)O)CCC4=C3C=CC(=C4)OC(=O)N(CCCl)CCCl.[Na+]. Cell line: HOP-92. Synergy scores: CSS=9.80, Synergy_ZIP=3.20, Synergy_Bliss=6.63, Synergy_Loewe=-1.80, Synergy_HSA=3.68.